From a dataset of Catalyst prediction with 721,799 reactions and 888 catalyst types from USPTO. Predict which catalyst facilitates the given reaction. Reactant: Cl.[F:2][C:3]1[CH:8]=[CH:7][C:6]([C:9]2([OH:19])[CH2:18][CH2:17][C:12]3(OCC[O:13]3)[CH2:11][CH2:10]2)=[CH:5][CH:4]=1. Product: [F:2][C:3]1[CH:4]=[CH:5][C:6]([C:9]2([OH:19])[CH2:10][CH2:11][C:12](=[O:13])[CH2:17][CH2:18]2)=[CH:7][CH:8]=1. The catalyst class is: 21.